Dataset: Reaction yield outcomes from USPTO patents with 853,638 reactions. Task: Predict the reaction yield, written as a fraction of the theoretical maximum amount of product (1.0 means a 100% yield; for example, 0.34 means a 34% yield). (1) The reactants are [Cl:1][C:2]([F:13])([F:12])[C:3]1[N:8]=[CH:7][C:6]([CH:9](O)[CH3:10])=[CH:5][CH:4]=1.S(Cl)([Cl:16])=O. The catalyst is C(Cl)Cl. The product is [Cl:1][C:2]([F:13])([F:12])[C:3]1[CH:4]=[CH:5][C:6]([CH:9]([Cl:16])[CH3:10])=[CH:7][N:8]=1. The yield is 0.980. (2) The reactants are [CH3:1][C:2]1[O:6][N:5]=[C:4]([C:7]2[CH:12]=[CH:11][CH:10]=[C:9]([C:13]([F:16])([F:15])[F:14])[CH:8]=2)[C:3]=1[C:17]([OH:19])=O.Cl.C(N=C=NCCCN(C)C)C.[CH3:32][O:33][C:34]1[CH:39]=[CH:38][CH:37]=[CH:36][C:35]=1[N:40]1[CH2:45][CH2:44][NH:43][CH2:42][CH2:41]1. The catalyst is ClCCl. The product is [CH3:32][O:33][C:34]1[CH:39]=[CH:38][CH:37]=[CH:36][C:35]=1[N:40]1[CH2:45][CH2:44][N:43]([C:17]([C:3]2[C:4]([C:7]3[CH:12]=[CH:11][CH:10]=[C:9]([C:13]([F:14])([F:15])[F:16])[CH:8]=3)=[N:5][O:6][C:2]=2[CH3:1])=[O:19])[CH2:42][CH2:41]1. The yield is 0.640.